The task is: Predict the reactants needed to synthesize the given product.. This data is from Full USPTO retrosynthesis dataset with 1.9M reactions from patents (1976-2016). (1) The reactants are: [NH2:1][C:2]1[N:7]=[C:6]([O:8]C)[N:5]([CH2:10][CH:11]=[CH:12][C:13]([O:15][CH3:16])=[O:14])[C:4](=[O:17])[CH:3]=1.Cl.[CH2:19]([C:21]1[CH:22]=[C:23]([CH:25]=[CH:26][C:27]=1[CH3:28])N)[CH3:20]. Given the product [CH3:16][O:15][C:13]([CH:12]=[CH:11][CH2:10][N:5]1[C:4](=[O:17])[CH:3]=[C:2]([NH:1][C:23]2[CH:25]=[CH:26][C:27]([CH3:28])=[C:21]([CH2:19][CH3:20])[CH:22]=2)[NH:7][C:6]1=[O:8])=[O:14], predict the reactants needed to synthesize it. (2) Given the product [C:1]([NH:27][C:22]1[C:21]([NH:20][C:18](=[O:19])[C:17]2[CH:28]=[CH:29][C:14]([C:10]([CH3:12])([CH3:11])[CH3:13])=[CH:15][CH:16]=2)=[CH:26][CH:25]=[CH:24][CH:23]=1)(=[O:8])[C:2]1[CH:7]=[CH:6][CH:5]=[CH:4][CH:3]=1, predict the reactants needed to synthesize it. The reactants are: [C:1](Cl)(=[O:8])[C:2]1[CH:7]=[CH:6][CH:5]=[CH:4][CH:3]=1.[C:10]([C:14]1[CH:29]=[CH:28][C:17]([C:18]([NH:20][C:21]2[C:22]([NH2:27])=[CH:23][CH:24]=[CH:25][CH:26]=2)=[O:19])=[CH:16][CH:15]=1)([CH3:13])([CH3:12])[CH3:11]. (3) Given the product [Br:5][CH2:6][C:7]([C:15]1[CH:14]=[C:13]2[C:18](=[CH:17][CH:16]=1)[NH:10][C:11](=[O:19])[CH2:12]2)=[O:8], predict the reactants needed to synthesize it. The reactants are: [Cl-].[Al+3].[Cl-].[Cl-].[Br:5][CH2:6][C:7](Br)=[O:8].[NH:10]1[C:18]2[C:13](=[CH:14][CH:15]=[CH:16][CH:17]=2)[CH2:12][C:11]1=[O:19]. (4) Given the product [Cl:21][CH2:20][CH2:19][CH2:18][CH:8]([C:5]1[CH:4]=[CH:3][C:2]([Cl:1])=[CH:7][CH:6]=1)[C:9]([OH:11])=[O:10], predict the reactants needed to synthesize it. The reactants are: [Cl:1][C:2]1[CH:7]=[CH:6][C:5]([CH2:8][C:9]([OH:11])=[O:10])=[CH:4][CH:3]=1.C([Li])CCC.Br[CH2:18][CH2:19][CH2:20][Cl:21].C(OCC)(=O)C. (5) Given the product [Br:21][C:18]1[CH:19]=[CH:20][C:15]([C:14]2[C:10]3[CH:9]=[CH:8][C:7]([O:6][CH2:5][CH2:4][CH2:3][CH2:2][N:28]([CH2:29][CH3:30])[CH2:27][CH2:26][O:25][CH3:24])=[CH:23][C:11]=3[S:12][C:13]=2[CH3:22])=[CH:16][CH:17]=1, predict the reactants needed to synthesize it. The reactants are: Br[CH2:2][CH2:3][CH2:4][CH2:5][O:6][C:7]1[CH:8]=[CH:9][C:10]2[C:14]([C:15]3[CH:20]=[CH:19][C:18]([Br:21])=[CH:17][CH:16]=3)=[C:13]([CH3:22])[S:12][C:11]=2[CH:23]=1.[CH3:24][O:25][CH2:26][CH2:27][NH:28][CH2:29][CH3:30]. (6) Given the product [C:15]1([CH:14]([C:21]2[CH:22]=[CH:23][CH:24]=[CH:25][CH:26]=2)[N:3]2[C:13]3[C:8](=[CH:9][CH:10]=[CH:11][CH:12]=3)[C:6](=[O:7])[C:4]2=[O:5])[CH:20]=[CH:19][CH:18]=[CH:17][CH:16]=1, predict the reactants needed to synthesize it. The reactants are: [H-].[Na+].[NH:3]1[C:13]2[C:8](=[CH:9][CH:10]=[CH:11][CH:12]=2)[C:6](=[O:7])[C:4]1=[O:5].[CH:14](Br)([C:21]1[CH:26]=[CH:25][CH:24]=[CH:23][CH:22]=1)[C:15]1[CH:20]=[CH:19][CH:18]=[CH:17][CH:16]=1.O. (7) The reactants are: C([O:3][CH:4]1[CH:8]([NH:9][C:10]([CH2:12][N:13]2[CH2:19][CH:18]=[CH:17][CH2:16][CH:15]([NH:20][C:21]([C:23]3[C:32]4[C:27](=[CH:28][CH:29]=[CH:30][CH:31]=4)[CH:26]=[CH:25][N:24]=3)=[O:22])[C:14]2=[O:33])=[O:11])[CH2:7][C:6](=[O:34])[O:5]1)C.FC(F)(F)C(O)=O. Given the product [OH:3][CH:4]1[CH:8]([NH:9][C:10]([CH2:12][N:13]2[CH2:19][CH:18]=[CH:17][CH2:16][CH:15]([NH:20][C:21]([C:23]3[C:32]4[C:27](=[CH:28][CH:29]=[CH:30][CH:31]=4)[CH:26]=[CH:25][N:24]=3)=[O:22])[C:14]2=[O:33])=[O:11])[CH2:7][C:6](=[O:34])[O:5]1, predict the reactants needed to synthesize it. (8) Given the product [CH3:8][CH:9]([CH3:15])[CH2:10][C:11]([O:13][CH2:14][C:2]1([CH3:1])[CH2:3][O:4][CH2:5]1)=[O:12], predict the reactants needed to synthesize it. The reactants are: [CH3:1][CH:2]1[CH2:5][O:4][CH:3]1CO.[CH3:8][CH:9]([CH3:15])[CH2:10][C:11]([O:13][CH3:14])=[O:12].C[O-].[Na+].C(O)(=O)C.[Cl-].[Na+].